The task is: Predict the product of the given reaction.. This data is from Forward reaction prediction with 1.9M reactions from USPTO patents (1976-2016). (1) Given the reactants [CH3:1][O:2][C:3]1[CH:4]=[CH:5][C:6]2[C:10]([O:11][C:12]3[CH:24]=[CH:23][C:15](/[CH:16]=[CH:17]/[C:18]4[N:19]=[N:20][NH:21][N:22]=4)=[CH:14][CH:13]=3)=[C:9]([C:25]3[CH:30]=[CH:29][C:28]([O:31][CH3:32])=[CH:27][CH:26]=3)[S:8][C:7]=2[CH:33]=1.IC.[C:36]([O-])([O-])=O.[K+].[K+], predict the reaction product. The product is: [CH3:1][O:2][C:3]1[CH:4]=[CH:5][C:6]2[C:10]([O:11][C:12]3[CH:24]=[CH:23][C:15](/[CH:16]=[CH:17]/[C:18]4[N:22]([CH3:36])[N:21]=[N:20][N:19]=4)=[CH:14][CH:13]=3)=[C:9]([C:25]3[CH:30]=[CH:29][C:28]([O:31][CH3:32])=[CH:27][CH:26]=3)[S:8][C:7]=2[CH:33]=1.[CH3:1][O:2][C:3]1[CH:4]=[CH:5][C:6]2[C:10]([O:11][C:12]3[CH:24]=[CH:23][C:15](/[CH:16]=[CH:17]/[C:18]4[N:22]=[N:21][N:20]([CH3:36])[N:19]=4)=[CH:14][CH:13]=3)=[C:9]([C:25]3[CH:30]=[CH:29][C:28]([O:31][CH3:32])=[CH:27][CH:26]=3)[S:8][C:7]=2[CH:33]=1. (2) Given the reactants FC(F)(F)C(O)=O.[C:8]([O:12][C:13]([N:15]1[C:24]2[C:19](=[CH:20][C:21]([C:25]([F:28])([F:27])[F:26])=[CH:22][CH:23]=2)[C@H:18]([NH:29]C(OC(C)(C)C)=O)[CH2:17][C@@H:16]1[CH:37]1[CH2:39][CH2:38]1)=[O:14])([CH3:11])([CH3:10])[CH3:9].[OH-].[Na+], predict the reaction product. The product is: [C:8]([O:12][C:13]([N:15]1[C:24]2[C:19](=[CH:20][C:21]([C:25]([F:27])([F:26])[F:28])=[CH:22][CH:23]=2)[C@H:18]([NH2:29])[CH2:17][C@@H:16]1[CH:37]1[CH2:38][CH2:39]1)=[O:14])([CH3:11])([CH3:9])[CH3:10]. (3) Given the reactants [CH3:1][O:2][C:3]1[CH:8]=[CH:7][C:6]([NH2:9])=[CH:5][CH:4]=1.C1COCC1.[C:15]([NH:25][C@@H:26]([C:29](O)=[O:30])[CH2:27][OH:28])([O:17][CH2:18][C:19]1[CH:24]=[CH:23][CH:22]=[CH:21][CH:20]=1)=[O:16].CCN=C=NCCCN(C)C, predict the reaction product. The product is: [CH2:18]([O:17][C:15](=[O:16])[NH:25][C@H:26]([CH2:29][OH:30])[C:27]([NH:9][C:6]1[CH:7]=[CH:8][C:3]([O:2][CH3:1])=[CH:4][CH:5]=1)=[O:28])[C:19]1[CH:20]=[CH:21][CH:22]=[CH:23][CH:24]=1.